From a dataset of Catalyst prediction with 721,799 reactions and 888 catalyst types from USPTO. Predict which catalyst facilitates the given reaction. (1) Reactant: [NH2:1][CH:2]1[CH2:11][C:10]2[C:5](=[C:6]([C:13]([NH2:15])=[O:14])[CH:7]=[CH:8][C:9]=2[F:12])[O:4][CH2:3]1.[F:16][C:17]1[CH:18]=[C:19]2[C:23](=[CH:24][CH:25]=1)[NH:22][CH:21]=[C:20]2[CH2:26][CH2:27][CH:28]=O.C(O)(=O)C.C([BH3-])#N.[Na+]. Product: [F:12][C:9]1[CH:8]=[CH:7][C:6]([C:13]([NH2:15])=[O:14])=[C:5]2[C:10]=1[CH2:11][CH:2]([NH:1][CH2:28][CH2:27][CH2:26][C:20]1[C:19]3[C:23](=[CH:24][CH:25]=[C:17]([F:16])[CH:18]=3)[NH:22][CH:21]=1)[CH2:3][O:4]2. The catalyst class is: 191. (2) Reactant: [Br:1][C:2]1[CH:3]=[C:4]2[C:8](=[CH:9][CH:10]=1)[C:7](=[O:11])[CH2:6][CH2:5]2.C1(C)C=CC(S(O)(=O)=O)=CC=1.[CH2:23](O)[CH2:24][OH:25].N. Product: [Br:1][C:2]1[CH:3]=[C:4]2[C:8](=[CH:9][CH:10]=1)[C:7]1([O:25][CH2:24][CH2:23][O:11]1)[CH2:6][CH2:5]2. The catalyst class is: 48. (3) The catalyst class is: 157. Product: [C:21]([CH:20]=[CH:19][C:13]1[CH:12]=[C:11]2[C:16]([C:7]([O:6][C:5]3[CH:28]=[CH:29][C:2]([Cl:1])=[CH:3][C:4]=3[F:30])=[N:8][CH:9]=[N:10]2)=[CH:15][C:14]=1[O:17][CH3:18])([OH:23])=[O:22]. Reactant: [Cl:1][C:2]1[CH:29]=[CH:28][C:5]([O:6][C:7]2[C:16]3[C:11](=[CH:12][C:13]([CH:19]=[CH:20][C:21]([O:23]C(C)(C)C)=[O:22])=[C:14]([O:17][CH3:18])[CH:15]=3)[N:10]=[CH:9][N:8]=2)=[C:4]([F:30])[CH:3]=1. (4) Reactant: Cl[C:2]1[CH:7]=[C:6]([O:8][C:9]2[C:18]3[C:13](=[CH:14][CH:15]=[CH:16][CH:17]=3)[C:12]([NH:19][C:20](=[O:26])[O:21][C:22]([CH3:25])([CH3:24])[CH3:23])=[CH:11][CH:10]=2)[CH:5]=[CH:4][N:3]=1.[NH2:27][C:28]1[CH:33]=[CH:32][C:31]([P:34]([CH2:39][CH3:40])(=[O:38])[O:35][CH2:36][CH3:37])=[C:30]([O:41][CH3:42])[CH:29]=1.C(=O)([O-])[O-].[K+].[K+].CC(C1C=C(C(C)C)C(C2C(P(C3CCCCC3)C3CCCCC3)=C(OC)C=CC=2OC)=C(C(C)C)C=1)C. Product: [CH2:36]([O:35][P:34]([C:31]1[CH:32]=[CH:33][C:28]([NH:27][C:2]2[CH:7]=[C:6]([O:8][C:9]3[C:18]4[C:13](=[CH:14][CH:15]=[CH:16][CH:17]=4)[C:12]([NH:19][C:20](=[O:26])[O:21][C:22]([CH3:25])([CH3:24])[CH3:23])=[CH:11][CH:10]=3)[CH:5]=[CH:4][N:3]=2)=[CH:29][C:30]=1[O:41][CH3:42])([CH2:39][CH3:40])=[O:38])[CH3:37]. The catalyst class is: 3. (5) Reactant: [F:1][C:2]1[CH:7]=[CH:6][C:5]([N:8]2[C:16]3[C:11](=[CH:12][C:13](I)=[CH:14][CH:15]=3)[CH:10]=[N:9]2)=[CH:4][CH:3]=1.[Li]CCCC.[C:23]1(=[O:29])[CH2:28][CH2:27][CH2:26][CH2:25][CH2:24]1. Product: [F:1][C:2]1[CH:7]=[CH:6][C:5]([N:8]2[C:16]3[C:11](=[CH:12][C:13]([C:23]4([OH:29])[CH2:28][CH2:27][CH2:26][CH2:25][CH2:24]4)=[CH:14][CH:15]=3)[CH:10]=[N:9]2)=[CH:4][CH:3]=1. The catalyst class is: 1. (6) Reactant: [N:1]1[CH:6]=[CH:5][CH:4]=[C:3]([C:7](=[S:9])[NH2:8])[CH:2]=1.N1C=CC=CC=1.Br[CH:17]([CH2:22][CH3:23])[C:18](OC)=[O:19].[H-].[Na+].[F:26][C:27]([F:46])([F:45])[S:28](N(C1C=CC=CC=1)[S:28]([C:27]([F:46])([F:45])[F:26])(=[O:30])=[O:29])(=[O:30])=[O:29]. Product: [CH2:22]([C:17]1[S:9][C:7]([C:3]2[CH:2]=[N:1][CH:6]=[CH:5][CH:4]=2)=[N:8][C:18]=1[O:19][S:28]([C:27]([F:46])([F:45])[F:26])(=[O:30])=[O:29])[CH3:23]. The catalyst class is: 14. (7) Reactant: [F:1][C:2]1[CH:7]=[CH:6][C:5]([C:8]2[C:16]([C:17](=[O:20])[NH:18][CH3:19])=[C:15]3[N:10]([N:11]=[CH:12][C:13]([C:21]4[C:22]([CH3:33])=[CH:23][C:24]([O:31][CH3:32])=[C:25]([CH:30]=4)[C:26]([O:28]C)=[O:27])=[CH:14]3)[N:9]=2)=[CH:4][CH:3]=1.[OH-].[Na+].Cl. Product: [F:1][C:2]1[CH:7]=[CH:6][C:5]([C:8]2[C:16]([C:17](=[O:20])[NH:18][CH3:19])=[C:15]3[N:10]([N:11]=[CH:12][C:13]([C:21]4[C:22]([CH3:33])=[CH:23][C:24]([O:31][CH3:32])=[C:25]([CH:30]=4)[C:26]([OH:28])=[O:27])=[CH:14]3)[N:9]=2)=[CH:4][CH:3]=1. The catalyst class is: 12.